Dataset: Forward reaction prediction with 1.9M reactions from USPTO patents (1976-2016). Task: Predict the product of the given reaction. (1) Given the reactants ClC1C=CC=C(C(OO)=O)C=1.[CH3:12][C:13]1S[C:17]2[CH:19]=[CH:20][CH:21]=[CH:22][C:16]=2[O:15][C:14]=1[C:23]1[CH:28]=[CH:27][C:26]([OH:29])=[CH:25][CH:24]=1.[S:30]([O-:33])(O)=[O:31].[Na+].C(=O)([O-])O.[Na+], predict the reaction product. The product is: [CH3:12][C:13]1[S:30](=[O:33])(=[O:31])[C:17]2[CH:19]=[CH:20][CH:21]=[CH:22][C:16]=2[O:15][C:14]=1[C:23]1[CH:24]=[CH:25][C:26]([OH:29])=[CH:27][CH:28]=1. (2) Given the reactants [NH2:1][C:2]1[S:3][CH:4]=[CH:5][N:6]=1.[C:7]([N+:11]#[C-:12])([CH3:10])([CH3:9])[CH3:8].[CH:13](=O)[C:14]1[CH:19]=[CH:18][CH:17]=[CH:16][CH:15]=1.[C:21](Cl)(=[O:23])[CH3:22], predict the reaction product. The product is: [C:7]([N:11]([C:12]1[N:6]2[C:2]([S:3][CH:4]=[CH:5]2)=[N:1][C:13]=1[C:14]1[CH:19]=[CH:18][CH:17]=[CH:16][CH:15]=1)[C:21](=[O:23])[CH3:22])([CH3:10])([CH3:9])[CH3:8]. (3) Given the reactants [OH:1][CH:2]([C:8]1[CH:13]=[CH:12][C:11]([O:14][CH2:15][C:16]2[CH:21]=[CH:20][C:19]([O:22][CH2:23]/[C:24](=[N:31]\[O:32][CH3:33])/[C:25]3[CH:30]=[CH:29][CH:28]=[CH:27][CH:26]=3)=[CH:18][CH:17]=2)=[CH:10][CH:9]=1)[CH2:3][C:4]([O:6]C)=[O:5].C1COCC1.C(O)C.[OH-].[Na+], predict the reaction product. The product is: [OH:1][CH:2]([C:8]1[CH:9]=[CH:10][C:11]([O:14][CH2:15][C:16]2[CH:21]=[CH:20][C:19]([O:22][CH2:23]/[C:24](=[N:31]\[O:32][CH3:33])/[C:25]3[CH:26]=[CH:27][CH:28]=[CH:29][CH:30]=3)=[CH:18][CH:17]=2)=[CH:12][CH:13]=1)[CH2:3][C:4]([OH:6])=[O:5]. (4) Given the reactants [CH3:1][O:2][C:3](=[O:24])[CH2:4][C:5]1[C:14]([CH3:15])=[C:13]([C:16]2[CH:21]=[CH:20][C:19]([NH2:22])=[CH:18][CH:17]=2)[C:12]2[C:7](=[CH:8][CH:9]=[C:10]([Cl:23])[CH:11]=2)[CH:6]=1.[C:25](OC(=O)C)(=[O:27])[CH3:26].N1C=CC=CC=1, predict the reaction product. The product is: [CH3:1][O:2][C:3](=[O:24])[CH2:4][C:5]1[C:14]([CH3:15])=[C:13]([C:16]2[CH:21]=[CH:20][C:19]([NH:22][C:25](=[O:27])[CH3:26])=[CH:18][CH:17]=2)[C:12]2[C:7](=[CH:8][CH:9]=[C:10]([Cl:23])[CH:11]=2)[CH:6]=1. (5) Given the reactants [CH2:1]([O:8][C:9]1[C:14]([CH3:15])=[C:13]([CH3:16])[C:12]([O:17][CH2:18][C:19]2[CH:24]=[CH:23][CH:22]=[CH:21][CH:20]=2)=[C:11]([CH3:25])[CH:10]=1)[C:2]1[CH:7]=[CH:6][CH:5]=[CH:4][CH:3]=1.[Br:26]Br.CCCCCCC, predict the reaction product. The product is: [Br:26][C:10]1[C:11]([CH3:25])=[C:12]([O:17][CH2:18][C:19]2[CH:24]=[CH:23][CH:22]=[CH:21][CH:20]=2)[C:13]([CH3:16])=[C:14]([CH3:15])[C:9]=1[O:8][CH2:1][C:2]1[CH:3]=[CH:4][CH:5]=[CH:6][CH:7]=1. (6) Given the reactants [CH3:1][N:2]([CH3:11])[C:3]1[CH:10]=[CH:9][C:6]([C:7]#[N:8])=[CH:5][CH:4]=1.C(N(CC)CC)C.[SH2:19], predict the reaction product. The product is: [CH3:1][N:2]([CH3:11])[C:3]1[CH:10]=[CH:9][C:6]([C:7]([NH2:8])=[S:19])=[CH:5][CH:4]=1.